This data is from Reaction yield outcomes from USPTO patents with 853,638 reactions. The task is: Predict the reaction yield, written as a fraction of the theoretical maximum amount of product (1.0 means a 100% yield; for example, 0.34 means a 34% yield). (1) The reactants are [O:1]1[CH2:6][CH2:5][N:4]([CH2:7][CH2:8][OH:9])[CH2:3][CH2:2]1.[H-].[Na+].Cl[C:13]1[N:18]=[C:17]([C:19]2[N:23]3[CH:24]=[C:25]([F:28])[CH:26]=[CH:27][C:22]3=[N:21][CH:20]=2)[N:16]=[C:15]([NH:29][C@@H:30]2[CH2:35][CH2:34][CH2:33][N:32]([C:36]([O:38][C:39]([CH3:42])([CH3:41])[CH3:40])=[O:37])[CH2:31]2)[CH:14]=1. The catalyst is O1CCCC1. The product is [F:28][C:25]1[CH:26]=[CH:27][C:22]2[N:23]([C:19]([C:17]3[N:16]=[C:15]([NH:29][C@@H:30]4[CH2:35][CH2:34][CH2:33][N:32]([C:36]([O:38][C:39]([CH3:42])([CH3:41])[CH3:40])=[O:37])[CH2:31]4)[CH:14]=[C:13]([O:9][CH2:8][CH2:7][N:4]4[CH2:5][CH2:6][O:1][CH2:2][CH2:3]4)[N:18]=3)=[CH:20][N:21]=2)[CH:24]=1. The yield is 0.670. (2) The reactants are [NH:1]1[C:5]2[CH:6]=[CH:7][CH:8]=[CH:9][C:4]=2[NH:3][C:2]1=[O:10].[H-].[Na+].[H][H].[CH3:15][O:16][C:17]1[CH:18]=[C:19](/[CH:25]=[CH:26]/[C:27](Cl)=[O:28])[CH:20]=[CH:21][C:22]=1[O:23][CH3:24]. The catalyst is CN(C=O)C. The product is [CH3:15][O:16][C:17]1[CH:18]=[C:19](/[CH:25]=[CH:26]/[C:27]([N:1]2[C:5]3[CH:6]=[CH:7][CH:8]=[CH:9][C:4]=3[NH:3][C:2]2=[O:10])=[O:28])[CH:20]=[CH:21][C:22]=1[O:23][CH3:24]. The yield is 0.370. (3) The reactants are Cl.[NH:2]1[CH2:5][CH:4]([OH:6])[CH2:3]1.[CH3:7][O:8][CH2:9][CH2:10][O:11][C:12]1[CH:13]=[C:14]2[C:18](=[C:19]([N:21]([CH3:31])[S:22]([C:25]3[CH:30]=[CH:29][CH:28]=[CH:27][N:26]=3)(=[O:24])=[O:23])[CH:20]=1)[NH:17][C:16]([C:32]1[S:33][CH:34]([CH2:37][C:38](O)=[O:39])[CH2:35][N:36]=1)=[CH:15]2.N1(O)C2C=CC=CC=2N=N1.Cl.CN(C)CCCN=C=NCC. The catalyst is O.CN(C)C=O.C(N(CC)CC)C. The product is [OH:6][CH:4]1[CH2:5][N:2]([C:38](=[O:39])[CH2:37][CH:34]2[S:33][C:32]([C:16]3[NH:17][C:18]4[C:14]([CH:15]=3)=[CH:13][C:12]([O:11][CH2:10][CH2:9][O:8][CH3:7])=[CH:20][C:19]=4[N:21]([CH3:31])[S:22]([C:25]3[CH:30]=[CH:29][CH:28]=[CH:27][N:26]=3)(=[O:23])=[O:24])=[N:36][CH2:35]2)[CH2:3]1. The yield is 0.290. (4) The reactants are Br[C:2]1[CH:3]=[C:4]2[C:8](=[CH:9][C:10]=1[Cl:11])[NH:7][CH:6]=[C:5]2[CH:12]=[O:13].[C:14]1(B(O)O)[CH:19]=[CH:18][CH:17]=[CH:16][CH:15]=1.C(=O)([O-])[O-].[K+].[K+]. The catalyst is C1(C)C=CC=CC=1.CCO.C1C=CC(P(C2C=CC=CC=2)[C-]2C=CC=C2)=CC=1.C1C=CC(P(C2C=CC=CC=2)[C-]2C=CC=C2)=CC=1.Cl[Pd]Cl.[Fe+2]. The product is [Cl:11][C:10]1[CH:9]=[C:8]2[C:4]([C:5]([CH:12]=[O:13])=[CH:6][NH:7]2)=[CH:3][C:2]=1[C:14]1[CH:19]=[CH:18][CH:17]=[CH:16][CH:15]=1. The yield is 0.980. (5) The reactants are [CH2:1]([N:3]([CH2:26][C:27]1[CH:32]=[CH:31][CH:30]=[CH:29][C:28]=1[F:33])[C:4](=[O:25])[CH2:5][O:6][C:7]1[CH:24]=[CH:23][C:10]([O:11][CH2:12][C:13]2[CH:22]=[CH:21][CH:20]=[CH:19][C:14]=2[C:15]([O:17]C)=[O:16])=[CH:9][CH:8]=1)[CH3:2].[OH-].[K+]. The catalyst is CCO. The product is [CH2:1]([N:3]([CH2:26][C:27]1[CH:32]=[CH:31][CH:30]=[CH:29][C:28]=1[F:33])[C:4](=[O:25])[CH2:5][O:6][C:7]1[CH:24]=[CH:23][C:10]([O:11][CH2:12][C:13]2[CH:22]=[CH:21][CH:20]=[CH:19][C:14]=2[C:15]([OH:17])=[O:16])=[CH:9][CH:8]=1)[CH3:2]. The yield is 0.682. (6) The reactants are O=[C:2]1[C:10]2[C:5](=[CH:6][CH:7]=[CH:8][CH:9]=2)[C:4](=O)[N:3]1[CH2:12][CH2:13][CH2:14][C@H:15]([N:18](C)[C:19](=O)OCC1C=CC=CC=1)[CH2:16][OH:17].[H][H]. The catalyst is CO.[Pd]. The product is [OH:17][CH2:16][C@@H:15]([NH:18][CH3:19])[CH2:14][CH2:13][CH2:12][N:3]1[CH2:2][C:10]2[C:5](=[CH:6][CH:7]=[CH:8][CH:9]=2)[CH2:4]1. The yield is 0.970. (7) The reactants are Cl[C:2]([O:4][C:5]1[CH:10]=[CH:9][C:8]([F:11])=[CH:7][CH:6]=1)=[O:3].[CH3:12][N:13]1[CH2:18][CH2:17][N:16]([CH2:19][CH2:20][CH2:21][S:22]([C:25]2[CH:34]=[CH:33][C:28]3[N:29]=[C:30]([NH2:32])[S:31][C:27]=3[CH:26]=2)(=[O:24])=[O:23])[CH2:15][CH2:14]1.CCN(C(C)C)C(C)C. The catalyst is C(Cl)Cl. The product is [CH3:12][N:13]1[CH2:18][CH2:17][N:16]([CH2:19][CH2:20][CH2:21][S:22]([C:25]2[CH:34]=[CH:33][C:28]3[N:29]=[C:30]([NH:32][C:2](=[O:3])[O:4][C:5]4[CH:10]=[CH:9][C:8]([F:11])=[CH:7][CH:6]=4)[S:31][C:27]=3[CH:26]=2)(=[O:23])=[O:24])[CH2:15][CH2:14]1. The yield is 0.200. (8) The reactants are F[C:2]1[CH:9]=[C:8]([F:10])[CH:7]=[CH:6][C:3]=1[C:4]#[N:5].[NH2:11][CH2:12][CH:13]([OH:16])[CH2:14][OH:15].C(N(C(C)C)C(C)C)C.[NH4+].[Cl-]. The catalyst is CS(C)=O. The product is [OH:16][CH:13]([CH2:14][OH:15])[CH2:12][NH:11][C:2]1[CH:9]=[C:8]([F:10])[CH:7]=[CH:6][C:3]=1[C:4]#[N:5]. The yield is 0.414. (9) The reactants are [N+:1]([C:4]1[CH:9]=[CH:8][CH:7]=[CH:6][C:5]=1[C:10](=[O:17])[C:11]#[C:12][Si:13]([CH3:16])([CH3:15])[CH3:14])([O-])=O.Cl. The catalyst is C1(C)C=CC=CC=1.C(OCC)(=O)C.[Pd]. The product is [NH2:1][C:4]1[CH:9]=[CH:8][CH:7]=[CH:6][C:5]=1[C:10](=[O:17])[CH2:11][CH2:12][Si:13]([CH3:16])([CH3:15])[CH3:14]. The yield is 0.840.